This data is from Full USPTO retrosynthesis dataset with 1.9M reactions from patents (1976-2016). The task is: Predict the reactants needed to synthesize the given product. Given the product [CH2:33]([C:24]1[CH:25]=[CH:26][N:27]=[C:18]([O:17][C@@H:12]2[CH2:13][CH2:14][C@@H:15]([CH3:16])[N:10]([C:8]([C:7]3[CH:29]=[CH:30][CH:31]=[CH:32][C:6]=3[N:2]3[N:3]=[CH:4][CH:5]=[N:1]3)=[O:9])[CH2:11]2)[C:19]=1[C:20]([O:22][CH3:23])=[O:21])[CH3:34], predict the reactants needed to synthesize it. The reactants are: [N:1]1[N:2]([C:6]2[CH:32]=[CH:31][CH:30]=[CH:29][C:7]=2[C:8]([N:10]2[C@H:15]([CH3:16])[CH2:14][CH2:13][C@@H:12]([O:17][C:18]3[N:27]=[CH:26][CH:25]=[C:24](I)[C:19]=3[C:20]([O:22][CH3:23])=[O:21])[CH2:11]2)=[O:9])[N:3]=[CH:4][CH:5]=1.[CH2:33]([Zn]CC)[CH3:34].